This data is from Reaction yield outcomes from USPTO patents with 853,638 reactions. The task is: Predict the reaction yield, written as a fraction of the theoretical maximum amount of product (1.0 means a 100% yield; for example, 0.34 means a 34% yield). (1) The reactants are Br[C:2]1[N:6]([CH2:7][C:8]2[CH:13]=[CH:12][C:11]([O:14][CH3:15])=[CH:10][CH:9]=2)[N:5]=[C:4]([O:16][CH3:17])[N:3]=1.[NH2:18][C:19]1[CH:26]=[CH:25][C:22]([C:23]#[N:24])=[C:21]([C:27]([F:30])([F:29])[F:28])[CH:20]=1.CC([O-])(C)C.[Na+]. The catalyst is CN(C=O)C. The product is [CH3:17][O:16][C:4]1[N:3]=[C:2]([NH:18][C:19]2[CH:26]=[CH:25][C:22]([C:23]#[N:24])=[C:21]([C:27]([F:28])([F:29])[F:30])[CH:20]=2)[N:6]([CH2:7][C:8]2[CH:13]=[CH:12][C:11]([O:14][CH3:15])=[CH:10][CH:9]=2)[N:5]=1. The yield is 0.440. (2) The reactants are [CH3:1][CH2:2][O:3][C:4](/[C:6](/Cl)=[N:7]\[OH:8])=[O:5].[CH2:10]([OH:13])[C:11]#[CH:12].CCN(CC)CC. The catalyst is C(Cl)Cl. The product is [OH:13][CH2:10][C:11]1[O:8][N:7]=[C:6]([C:4]([O:3][CH2:2][CH3:1])=[O:5])[CH:12]=1. The yield is 0.690.